This data is from Catalyst prediction with 721,799 reactions and 888 catalyst types from USPTO. The task is: Predict which catalyst facilitates the given reaction. Reactant: C(OC([NH:11][C@@H:12]([CH2:27][C:28]1[CH:33]=[CH:32][CH:31]=[CH:30][CH:29]=1)[C@@H:13]([OH:26])[CH2:14][N:15]([CH2:24][CH3:25])[NH:16][C:17]([O:19][C:20]([CH3:23])([CH3:22])[CH3:21])=[O:18])=O)C1C=CC=CC=1.[H][H]. The catalyst class is: 19. Product: [NH2:11][C@@H:12]([CH2:27][C:28]1[CH:29]=[CH:30][CH:31]=[CH:32][CH:33]=1)[C@@H:13]([OH:26])[CH2:14][N:15]([CH2:24][CH3:25])[NH:16][C:17]([O:19][C:20]([CH3:21])([CH3:22])[CH3:23])=[O:18].